From a dataset of Reaction yield outcomes from USPTO patents with 853,638 reactions. Predict the reaction yield, written as a fraction of the theoretical maximum amount of product (1.0 means a 100% yield; for example, 0.34 means a 34% yield). (1) The reactants are [C:1]([O:5][C:6]([N:8]1[CH2:13][CH:12]=[C:11]([C:14]2[N:35]=[CH:34][C:17]3[C:18]4[N:22]([CH2:23][CH2:24][O:25][C:16]=3[CH:15]=2)[CH:21]=[C:20]([C:26]2[N:27]([CH:31]([CH3:33])[CH3:32])[N:28]=[CH:29][N:30]=2)[N:19]=4)[CH2:10][CH2:9]1)=[O:7])([CH3:4])([CH3:3])[CH3:2]. The catalyst is [Pt]=O. The product is [C:1]([O:5][C:6]([N:8]1[CH2:9][CH2:10][CH:11]([C:14]2[N:35]=[CH:34][C:17]3[C:18]4[N:22]([CH2:23][CH2:24][O:25][C:16]=3[CH:15]=2)[CH:21]=[C:20]([C:26]2[N:27]([CH:31]([CH3:32])[CH3:33])[N:28]=[CH:29][N:30]=2)[N:19]=4)[CH2:12][CH2:13]1)=[O:7])([CH3:3])([CH3:2])[CH3:4]. The yield is 0.640. (2) The reactants are C([O:5][C:6]([CH2:8][CH2:9][O:10][CH2:11][C:12]([CH2:25][O:26][CH2:27][CH2:28][C:29]([O:31]C(C)(C)C)=[O:30])([CH2:14][O:15][CH2:16][CH2:17][C:18]([O:20]C(C)(C)C)=[O:19])[NH2:13])=[O:7])(C)(C)C. The catalyst is C(O)=O. The product is [C:18]([CH2:17][CH2:16][O:15][CH2:14][C:12]([CH2:25][O:26][CH2:27][CH2:28][C:29]([OH:31])=[O:30])([CH2:11][O:10][CH2:9][CH2:8][C:6]([OH:7])=[O:5])[NH2:13])([OH:20])=[O:19]. The yield is 1.00. (3) The reactants are [CH3:1][C:2]1[N:6]=[C:5]([C:7]2[N:12]=[N:11][C:10]([N:13]3[CH2:17][CH2:16][C:15]4([C:25]5[C:20](=[CH:21][CH:22]=[CH:23][CH:24]=5)[NH:19][C:18]4=[O:26])[CH2:14]3)=[CH:9][CH:8]=2)[O:4][N:3]=1.[H-].[Na+].I[CH3:30]. The catalyst is CN(C)C=O. The product is [CH3:30][N:19]1[C:20]2[C:25](=[CH:24][CH:23]=[CH:22][CH:21]=2)[C:15]2([CH2:16][CH2:17][N:13]([C:10]3[N:11]=[N:12][C:7]([C:5]4[O:4][N:3]=[C:2]([CH3:1])[N:6]=4)=[CH:8][CH:9]=3)[CH2:14]2)[C:18]1=[O:26]. The yield is 0.640. (4) The yield is 0.293. The reactants are [C:1]([C:4]1[CH:9]=[CH:8][CH:7]=[CH:6][CH:5]=1)(=[O:3])[CH3:2].[CH3:10][N:11]([CH:13]=O)[CH3:12]. The catalyst is CC(N(C)C)=O. The product is [CH3:10][N:11]([CH3:13])/[CH:12]=[CH:2]/[C:1]([C:4]1[CH:9]=[CH:8][CH:7]=[CH:6][CH:5]=1)=[O:3].